From a dataset of Forward reaction prediction with 1.9M reactions from USPTO patents (1976-2016). Predict the product of the given reaction. (1) Given the reactants [N+:1]([C:4]1[CH:9]=[CH:8][CH:7]=[CH:6][C:5]=1[CH2:10][C:11]([NH2:13])=O)([O-:3])=[O:2].B.C1COCC1.[F:20][C:21]([F:28])([F:27])[C:22](OCC)=[O:23], predict the reaction product. The product is: [F:20][C:21]([F:28])([F:27])[C:22]([NH:13][CH2:11][CH2:10][C:5]1[CH:6]=[CH:7][CH:8]=[CH:9][C:4]=1[N+:1]([O-:3])=[O:2])=[O:23]. (2) Given the reactants Cl.[CH3:2][C:3]1([CH3:21])[C@H:6]([C:7]2([CH3:12])OCC[O:8]2)[CH2:5][C@@H:4]1[CH2:13][CH2:14][N:15]1[CH2:20][CH2:19][O:18][CH2:17][CH2:16]1, predict the reaction product. The product is: [CH3:2][C:3]1([CH3:21])[C@@H:4]([CH2:13][CH2:14][N:15]2[CH2:20][CH2:19][O:18][CH2:17][CH2:16]2)[CH2:5][C@H:6]1[C:7](=[O:8])[CH3:12]. (3) Given the reactants [CH2:1]([O:3][C:4]([C:6]1[C:11](=[O:12])[N:10](CC2C=CC(OC)=CC=2)[C:9]2[CH:22]=[CH:23][S:24][C:8]=2[C:7]=1O)=[O:5])[CH3:2].C(Cl)(=O)C([Cl:29])=O, predict the reaction product. The product is: [CH2:1]([O:3][C:4]([C:6]1[C:11](=[O:12])[NH:10][C:9]2[CH:22]=[CH:23][S:24][C:8]=2[C:7]=1[Cl:29])=[O:5])[CH3:2]. (4) Given the reactants [Cl:1][C:2]1[C:3]([N:17]2[CH2:22][CH2:21][CH:20]([C:23]([O:25]C)=[O:24])[CH2:19][CH2:18]2)=[N:4][CH:5]=[C:6]([C:10]2[O:11][C:12]([CH2:15][CH3:16])=[CH:13][N:14]=2)[C:7]=1[O:8][CH3:9].[OH-].[Li+], predict the reaction product. The product is: [Cl:1][C:2]1[C:3]([N:17]2[CH2:18][CH2:19][CH:20]([C:23]([OH:25])=[O:24])[CH2:21][CH2:22]2)=[N:4][CH:5]=[C:6]([C:10]2[O:11][C:12]([CH2:15][CH3:16])=[CH:13][N:14]=2)[C:7]=1[O:8][CH3:9]. (5) Given the reactants [CH3:1][N:2]1[CH:6]=[CH:5][N:4]=[CH:3]1.[Br:7][CH2:8][CH2:9][CH2:10][CH2:11][CH2:12][CH2:13][CH2:14][CH2:15][CH2:16][CH2:17][CH2:18][CH2:19][CH2:20][CH2:21][CH2:22][CH3:23], predict the reaction product. The product is: [Br-:7].[CH3:1][N+:2]1[CH:6]=[CH:5][N:4]([CH2:23][CH2:22][CH2:21][CH2:20][CH2:19][CH2:18][CH2:17][CH2:16][CH2:15][CH2:14][CH2:13][CH2:12][CH2:11][CH2:10][CH2:9][CH3:8])[CH:3]=1. (6) Given the reactants [OH:1][C:2]([C:4]([F:7])([F:6])[F:5])=[O:3].[F:8][C:9]1[CH:10]=[C:11]([CH:14]=[CH:15][C:16]=1[O:17][CH:18]1[CH2:23][CH2:22][N:21]([C:24]2[N:29]=[C:28]3[CH2:30][NH:31][CH2:32][CH2:33][C:27]3=[N:26][C:25]=2[NH:34][CH:35]([CH3:37])[CH3:36])[CH2:20][CH2:19]1)[C:12]#[N:13].C(N(CC)CC)C.[CH3:45][S:46](Cl)(=[O:48])=[O:47], predict the reaction product. The product is: [F:8][C:9]1[CH:10]=[C:11]([CH:14]=[CH:15][C:16]=1[O:17][CH:18]1[CH2:19][CH2:20][N:21]([C:24]2[N:29]=[C:28]3[CH2:30][N:31]([S:46]([CH3:45])(=[O:48])=[O:47])[CH2:32][CH2:33][C:27]3=[N:26][C:25]=2[NH:34][CH:35]([CH3:37])[CH3:36])[CH2:22][CH2:23]1)[C:12]#[N:13].[C:2]([OH:3])([C:4]([F:7])([F:6])[F:5])=[O:1].